Dataset: Catalyst prediction with 721,799 reactions and 888 catalyst types from USPTO. Task: Predict which catalyst facilitates the given reaction. (1) Reactant: [I-].C[S+](C)(C)=O.[CH3:7]C(C)([O-])C.[K+].[Br:13][C:14]1[CH:15]=[N:16][CH:17]=[C:18]([CH:20]2[CH2:22][O:21]2)[CH:19]=1. Product: [Br:13][C:14]1[CH:15]=[N:16][CH:17]=[C:18]([CH:20]2[CH2:22][CH2:7][O:21]2)[CH:19]=1. The catalyst class is: 107. (2) Reactant: CN(C)/[CH:3]=[C:4](\[F:17])/[C:5]([C:7]1[N:11]([CH3:12])[C:10]([C:13]([F:16])([F:15])[F:14])=[N:9][CH:8]=1)=O.[NH2:19][C:20]([NH2:22])=[NH:21].C(=O)([O-])[O-].C[O-].[Na+]. Product: [F:17][C:4]1[C:5]([C:7]2[N:11]([CH3:12])[C:10]([C:13]([F:16])([F:14])[F:15])=[N:9][CH:8]=2)=[N:21][C:20]([NH2:22])=[N:19][CH:3]=1. The catalyst class is: 729. (3) Reactant: [CH2:1]([O:8][C:9]1[CH:14]=[CH:13][C:12]([OH:15])=[CH:11][CH:10]=1)[C:2]1[CH:7]=[CH:6][CH:5]=[CH:4][CH:3]=1.Cl[CH:17]([C:22]([O:24][CH3:25])=[O:23])[C:18]([O:20][CH3:21])=[O:19].C(=O)([O-])[O-].[Cs+].[Cs+].[I-].[K+]. Product: [CH2:1]([O:8][C:9]1[CH:10]=[CH:11][C:12]([O:15][CH:17]([C:22]([O:24][CH3:25])=[O:23])[C:18]([O:20][CH3:21])=[O:19])=[CH:13][CH:14]=1)[C:2]1[CH:3]=[CH:4][CH:5]=[CH:6][CH:7]=1. The catalyst class is: 3. (4) Reactant: [CH2:1]([Mg]Cl)[CH2:2][CH2:3][CH3:4].C(Cl)(Cl)Cl.C(=O)=O.[CH2:14]([O:16][C:17]([N:19]=[C:20]=[S:21])=[O:18])[CH3:15]. Product: [CH2:14]([O:16][C:17]([NH:19][C:20](=[S:21])[CH2:1][CH2:2][CH2:3][CH3:4])=[O:18])[CH3:15]. The catalyst class is: 365.